Dataset: Forward reaction prediction with 1.9M reactions from USPTO patents (1976-2016). Task: Predict the product of the given reaction. The product is: [NH2:14][C:9]1[CH:8]=[C:7]([C:2]([F:1])([F:17])[C:3]([F:4])([F:5])[F:6])[CH:12]=[CH:11][C:10]=1[OH:13]. Given the reactants [F:1][C:2]([F:17])([C:7]1[CH:12]=[CH:11][C:10]([OH:13])=[C:9]([N+:14]([O-])=O)[CH:8]=1)[C:3]([F:6])([F:5])[F:4].[H][H], predict the reaction product.